From a dataset of NCI-60 drug combinations with 297,098 pairs across 59 cell lines. Regression. Given two drug SMILES strings and cell line genomic features, predict the synergy score measuring deviation from expected non-interaction effect. (1) Drug 1: C1CCC(CC1)NC(=O)N(CCCl)N=O. Drug 2: C#CCC(CC1=CN=C2C(=N1)C(=NC(=N2)N)N)C3=CC=C(C=C3)C(=O)NC(CCC(=O)O)C(=O)O. Cell line: SK-MEL-5. Synergy scores: CSS=8.56, Synergy_ZIP=2.23, Synergy_Bliss=0.856, Synergy_Loewe=-2.58, Synergy_HSA=-2.58. (2) Drug 1: C1CN1C2=NC(=NC(=N2)N3CC3)N4CC4. Drug 2: CC12CCC3C(C1CCC2=O)CC(=C)C4=CC(=O)C=CC34C. Cell line: TK-10. Synergy scores: CSS=12.8, Synergy_ZIP=-0.160, Synergy_Bliss=1.70, Synergy_Loewe=-0.731, Synergy_HSA=0.350. (3) Drug 1: C1=CC(=CC=C1C#N)C(C2=CC=C(C=C2)C#N)N3C=NC=N3. Synergy scores: CSS=40.2, Synergy_ZIP=2.22, Synergy_Bliss=3.43, Synergy_Loewe=-13.5, Synergy_HSA=0.287. Drug 2: CC1=C2C(C(=O)C3(C(CC4C(C3C(C(C2(C)C)(CC1OC(=O)C(C(C5=CC=CC=C5)NC(=O)C6=CC=CC=C6)O)O)OC(=O)C7=CC=CC=C7)(CO4)OC(=O)C)O)C)OC(=O)C. Cell line: SW-620. (4) Drug 1: C1=C(C(=O)NC(=O)N1)F. Drug 2: B(C(CC(C)C)NC(=O)C(CC1=CC=CC=C1)NC(=O)C2=NC=CN=C2)(O)O. Cell line: LOX IMVI. Synergy scores: CSS=37.3, Synergy_ZIP=-1.30, Synergy_Bliss=-2.73, Synergy_Loewe=-0.338, Synergy_HSA=-0.333. (5) Drug 1: CC12CCC(CC1=CCC3C2CCC4(C3CC=C4C5=CN=CC=C5)C)O. Drug 2: CC1=C(C(=O)C2=C(C1=O)N3CC4C(C3(C2COC(=O)N)OC)N4)N. Cell line: IGROV1. Synergy scores: CSS=16.5, Synergy_ZIP=-3.63, Synergy_Bliss=0.492, Synergy_Loewe=-8.11, Synergy_HSA=2.03.